Dataset: Forward reaction prediction with 1.9M reactions from USPTO patents (1976-2016). Task: Predict the product of the given reaction. (1) Given the reactants [C:1]([C:3]1([CH2:14][CH2:15][CH2:16]I)[CH2:6][N:5]([C:7]([O:9][C:10]([CH3:13])([CH3:12])[CH3:11])=[O:8])[CH2:4]1)#N.C([Li])CCC.C(O)(=[O:25])C, predict the reaction product. The product is: [O:25]=[C:1]1[CH2:16][CH2:15][CH2:14][C:3]21[CH2:6][N:5]([C:7]([O:9][C:10]([CH3:13])([CH3:12])[CH3:11])=[O:8])[CH2:4]2. (2) Given the reactants [C:1]([C:3]1[CH:4]=[C:5]2[C:9](=[CH:10][CH:11]=1)[CH:8]([NH:12][C:13](=[O:16])[CH2:14][CH3:15])[CH2:7][CH2:6]2)#N.C(O)=[O:18], predict the reaction product. The product is: [CH:1]([C:3]1[CH:4]=[C:5]2[C:9](=[CH:10][CH:11]=1)[CH:8]([NH:12][C:13](=[O:16])[CH2:14][CH3:15])[CH2:7][CH2:6]2)=[O:18]. (3) Given the reactants Br[CH2:2][CH2:3][CH2:4][CH2:5][CH2:6][CH2:7][C:8]1[C:14]2[CH:15]=[CH:16][C:17]([OH:19])=[CH:18][C:13]=2[CH2:12][CH2:11][CH2:10][C:9]=1[C:20]1[CH:25]=[CH:24][CH:23]=[C:22]([OH:26])[CH:21]=1.[CH3:27][NH:28][CH2:29][CH2:30][CH2:31][S:32]([CH2:34][CH2:35][C:36]([F:42])([F:41])[C:37]([F:40])([F:39])[F:38])=[O:33], predict the reaction product. The product is: [OH:26][C:22]1[CH:21]=[C:20]([C:9]2[CH2:10][CH2:11][CH2:12][C:13]3[CH:18]=[C:17]([OH:19])[CH:16]=[CH:15][C:14]=3[C:8]=2[CH2:7][CH2:6][CH2:5][CH2:4][CH2:3][CH2:2][N:28]([CH3:27])[CH2:29][CH2:30][CH2:31][S:32]([CH2:34][CH2:35][C:36]([F:42])([F:41])[C:37]([F:38])([F:39])[F:40])=[O:33])[CH:25]=[CH:24][CH:23]=1. (4) Given the reactants [CH2:1]([NH:3][CH2:4][C:5]1[CH:10]=[C:9]([C:11]([F:14])([F:13])[F:12])[CH:8]=[CH:7][C:6]=1[C:15]1[C:20]([O:21][CH3:22])=[CH:19][CH:18]=[C:17]([CH2:23][C:24]#[N:25])[CH:16]=1)[CH3:2].[CH:26]1([C:29](Cl)=[O:30])[CH2:28][CH2:27]1, predict the reaction product. The product is: [C:24]([CH2:23][C:17]1[CH:18]=[CH:19][C:20]([O:21][CH3:22])=[C:15]([C:6]2[CH:7]=[CH:8][C:9]([C:11]([F:12])([F:13])[F:14])=[CH:10][C:5]=2[CH2:4][N:3]([CH2:1][CH3:2])[C:29]([CH:26]2[CH2:28][CH2:27]2)=[O:30])[CH:16]=1)#[N:25]. (5) Given the reactants C([O-])([O-])=O.[K+].[K+].Br[CH2:8][C:9]1[C:10]([Cl:16])=[N:11][C:12]([Cl:15])=[CH:13][CH:14]=1.[F:17][CH2:18][CH:19]([CH2:26][F:27])[CH2:20][CH:21]([OH:25])[CH2:22][NH:23][CH3:24], predict the reaction product. The product is: [Cl:16][C:10]1[C:9]([CH2:8][N:23]([CH3:24])[CH2:22][CH:21]([OH:25])[CH2:20][CH:19]([CH2:18][F:17])[CH2:26][F:27])=[CH:14][CH:13]=[C:12]([Cl:15])[N:11]=1. (6) The product is: [CH3:45][O:46][C:47]1[CH:54]=[CH:53][C:50]([CH:51]([NH:13][C:10]2[CH:11]=[CH:12][C:7]([C:4]3[N:3]=[C:2]([CH3:1])[O:6][N:5]=3)=[CH:8][CH:9]=2)[C:43]#[N:44])=[CH:49][C:48]=1[O:55][Si:56]([CH:57]([CH3:58])[CH3:59])([CH:63]([CH3:64])[CH3:65])[CH:60]([CH3:61])[CH3:62]. Given the reactants [CH3:1][C:2]1[O:6][N:5]=[C:4]([C:7]2[CH:12]=[CH:11][C:10]([NH2:13])=[CH:9][CH:8]=2)[N:3]=1.C(S([O-])(=O)=O)(F)(F)F.C(S([O-])(=O)=O)(F)(F)F.C(S([O-])(=O)=O)(F)(F)F.[Yb+3].C[Si]([C:43]#[N:44])(C)C.[CH3:45][O:46][C:47]1[CH:54]=[CH:53][C:50]([CH:51]=O)=[CH:49][C:48]=1[O:55][Si:56]([CH:63]([CH3:65])[CH3:64])([CH:60]([CH3:62])[CH3:61])[CH:57]([CH3:59])[CH3:58], predict the reaction product. (7) Given the reactants [NH:1]1[CH2:6][CH2:5][CH2:4][CH2:3][C@H:2]1[C:7]([OH:9])=[O:8].C(N(CC)CC)C.[C:17](Cl)(=[O:21])[CH:18]([CH3:20])[CH3:19], predict the reaction product. The product is: [C:17]([N:1]1[CH2:6][CH2:5][CH2:4][CH2:3][C@H:2]1[C:7]([OH:9])=[O:8])(=[O:21])[CH:18]([CH3:20])[CH3:19].